Dataset: Catalyst prediction with 721,799 reactions and 888 catalyst types from USPTO. Task: Predict which catalyst facilitates the given reaction. (1) Reactant: Br[C:2]1[CH:3]=[C:4]([O:22][CH3:23])[C:5]([O:20][CH3:21])=[C:6]([CH:19]=1)[CH2:7][O:8][Si:9]([CH:16]([CH3:18])[CH3:17])([CH:13]([CH3:15])[CH3:14])[CH:10]([CH3:12])[CH3:11].C([Li])CCC.[CH:29](N1CCOCC1)=[O:30].Cl. Product: [CH3:23][O:22][C:4]1[CH:3]=[C:2]([CH:19]=[C:6]([CH2:7][O:8][Si:9]([CH:16]([CH3:18])[CH3:17])([CH:13]([CH3:15])[CH3:14])[CH:10]([CH3:12])[CH3:11])[C:5]=1[O:20][CH3:21])[CH:29]=[O:30]. The catalyst class is: 56. (2) The catalyst class is: 634. Product: [I:2][C:3]1[NH:7][C:6]([C@@H:8]2[CH2:12][C@H:11]([CH3:13])[CH2:10][N:9]2[C:21]([C@@H:20]([NH:19][C:17](=[O:18])[O:16][CH3:15])[CH:24]([CH3:26])[CH3:25])=[O:22])=[N:5][C:4]=1[CH3:14]. Reactant: Cl.[I:2][C:3]1[NH:7][C:6]([C@@H:8]2[CH2:12][C@H:11]([CH3:13])[CH2:10][NH:9]2)=[N:5][C:4]=1[CH3:14].[CH3:15][O:16][C:17]([NH:19][C@@H:20]([CH:24]([CH3:26])[CH3:25])[C:21](O)=[O:22])=[O:18].CCN(C(C)C)C(C)C.CN(C(ON1N=NC2C=CC=NC1=2)=[N+](C)C)C.F[P-](F)(F)(F)(F)F. (3) Reactant: Cl.[F:2][C:3]1[CH:17]=[CH:16][C:6]2[C:7]([CH:10]3[CH2:15][CH2:14][NH:13][CH2:12][CH2:11]3)=[N:8][O:9][C:5]=2[CH:4]=1.Cl[CH2:19][CH2:20][C:21]1[C:26](=[O:27])[N:25]2[CH2:28][CH2:29][CH2:30][CH:31]([OH:32])[C:24]2=[N:23][C:22]=1[CH3:33].C(=O)([O-])[O-].[Na+].[Na+]. Product: [CH3:33][C:22]1[N:23]=[C:24]2[N:25]([CH2:28][CH2:29][CH2:30][CH:31]2[OH:32])[C:26](=[O:27])[C:21]=1[CH2:20][CH2:19][N:13]1[CH2:12][CH2:11][CH:10]([C:7]2[C:6]3[CH:16]=[CH:17][C:3]([F:2])=[CH:4][C:5]=3[O:9][N:8]=2)[CH2:15][CH2:14]1. The catalyst class is: 5. (4) Reactant: [CH3:1][N:2]([CH3:40])[C:3]([C:5]1[CH:6]=[C:7]2[C:11](=[CH:12][CH:13]=1)[N:10](C1CCCCO1)[N:9]=[C:8]2[C:20]1[CH:25]=[CH:24][N:23]=[C:22]([N:26]2[CH2:31][CH2:30][CH:29]([NH:32]C(=O)OC(C)(C)C)[CH2:28][CH2:27]2)[N:21]=1)=[O:4].Cl. Product: [NH2:32][CH:29]1[CH2:30][CH2:31][N:26]([C:22]2[N:21]=[C:20]([C:8]3[C:7]4[C:11](=[CH:12][CH:13]=[C:5]([C:3]([N:2]([CH3:40])[CH3:1])=[O:4])[CH:6]=4)[NH:10][N:9]=3)[CH:25]=[CH:24][N:23]=2)[CH2:27][CH2:28]1. The catalyst class is: 25. (5) Reactant: [Cl:1][C:2]1[C:7](I)=[CH:6][N:5]=[CH:4][N:3]=1.[Li]CCCC.CCCCCC.[Si:20]([O:27][CH2:28][C:29]1[CH:30]=[C:31]([CH:34]=[O:35])[O:32][CH:33]=1)([C:23]([CH3:26])([CH3:25])[CH3:24])([CH3:22])[CH3:21]. Product: [Si:20]([O:27][CH2:28][C:29]1[CH:30]=[C:31]([CH:34]([C:7]2[C:2]([Cl:1])=[N:3][CH:4]=[N:5][CH:6]=2)[OH:35])[O:32][CH:33]=1)([C:23]([CH3:26])([CH3:25])[CH3:24])([CH3:22])[CH3:21]. The catalyst class is: 1. (6) Product: [C:1]([O:4][C:5]1[CH:10]=[CH:9][C:8]([CH:11]([O:16][S:17]([C:20]2[CH:25]=[CH:24][CH:23]=[CH:22][C:21]=2[NH2:26])(=[O:18])=[O:19])[C:12]([F:15])([F:13])[F:14])=[CH:7][CH:6]=1)(=[O:3])[CH3:2]. Reactant: [C:1]([O:4][C:5]1[CH:10]=[CH:9][C:8]([CH:11]([O:16][S:17]([C:20]2[CH:25]=[CH:24][CH:23]=[CH:22][C:21]=2[N+:26]([O-])=O)(=[O:19])=[O:18])[C:12]([F:15])([F:14])[F:13])=[CH:7][CH:6]=1)(=[O:3])[CH3:2]. The catalyst class is: 63.